The task is: Predict the product of the given reaction.. This data is from Forward reaction prediction with 1.9M reactions from USPTO patents (1976-2016). (1) Given the reactants [CH:1]1([CH2:5][C:6](=[O:8])[CH3:7])[CH2:4][CH2:3][CH2:2]1.[Br:9]Br, predict the reaction product. The product is: [Br:9][CH2:7][C:6](=[O:8])[CH2:5][CH:1]1[CH2:4][CH2:3][CH2:2]1. (2) The product is: [CH:1]1([CH:6]([N:28]2[CH2:37][CH2:36][C:35]3[C:30](=[CH:31][CH:32]=[CH:33][CH:34]=3)[CH2:29]2)[C:7]([NH:9][C:10]2[CH:11]=[C:12]([CH:24]=[CH:25][C:26]=2[F:27])[CH2:13][C:14]2([C:17]([O:19][C:20]([CH3:23])([CH3:22])[CH3:21])=[O:18])[CH2:16][CH2:15]2)=[O:8])[CH2:2][CH2:3][CH2:4][CH2:5]1. Given the reactants [C:1]1([CH:6]([N:28]2[CH2:37][CH2:36][C:35]3[C:30](=[CH:31][CH:32]=[CH:33][CH:34]=3)[CH2:29]2)[C:7]([NH:9][C:10]2[CH:11]=[C:12]([CH:24]=[CH:25][C:26]=2[F:27])[CH2:13][C:14]2([C:17]([O:19][C:20]([CH3:23])([CH3:22])[CH3:21])=[O:18])[CH2:16][CH2:15]2)=[O:8])[CH2:5][CH2:4][CH2:3][CH:2]=1, predict the reaction product. (3) Given the reactants N1[C:12]2[C:4](=[CH:5][CH:6]=[C:7]3[C:11]=2[NH:10][C:9](N)=[CH:8]3)C=C1N.[N+:15](C1C([N+]([O-])=O)=C(C)C=CC=1C)([O-])=O.[CH2:29]([O:31]C(OCC)N(C)C)[CH3:30], predict the reaction product. The product is: [C:29]([N:10]1[C:11]2[C:7](=[CH:6][C:5]([NH2:15])=[CH:4][CH:12]=2)[CH2:8][CH2:9]1)(=[O:31])[CH3:30]. (4) Given the reactants [Cl:1][C:2]1[CH:3]=[C:4]([N:10]2[C:14]([CH3:15])=[C:13]([CH2:16][C:17]3[CH:30]=[CH:29][C:20]([C:21]([NH:23][CH2:24][C:25]([OH:28])([CH3:27])[CH3:26])=[O:22])=[CH:19][CH:18]=3)[C:12]([CH2:31][OH:32])=[N:11]2)[CH:5]=[CH:6][C:7]=1[C:8]#[N:9].CN(C=O)C, predict the reaction product. The product is: [Cl:1][C:2]1[CH:3]=[C:4]([N:10]2[C:14]([CH3:15])=[C:13]([CH2:16][C:17]3[CH:30]=[CH:29][C:20]([C:21]([NH:23][CH2:24][C:25]([OH:28])([CH3:27])[CH3:26])=[O:22])=[CH:19][CH:18]=3)[C:12]([CH:31]=[O:32])=[N:11]2)[CH:5]=[CH:6][C:7]=1[C:8]#[N:9]. (5) Given the reactants [CH2:1]([N:8]1[CH2:13][CH2:12][N:11]([C:14](OC(C)(C)C)=O)[CH:10]([C:21](OC)=[O:22])[CH2:9]1)[C:2]1[CH:7]=[CH:6][CH:5]=[CH:4][CH:3]=1.[H-].[Al+3].[Li+].[H-].[H-].[H-], predict the reaction product. The product is: [CH2:1]([N:8]1[CH2:13][CH2:12][N:11]([CH3:14])[CH:10]([CH2:21][OH:22])[CH2:9]1)[C:2]1[CH:3]=[CH:4][CH:5]=[CH:6][CH:7]=1. (6) Given the reactants [I-:1].[OH:2][C:3]1[CH:4]=[C:5]([C@@H:9]([N+:11]([CH3:21])([CH3:20])[C@H:12]([C:14]2[CH:19]=[CH:18][CH:17]=[CH:16][CH:15]=2)[CH3:13])[CH3:10])[CH:6]=[CH:7][CH:8]=1.[C:22](=[O:25])([O-])[O-].[K+].[K+].C1O[CH2:44][CH2:43]OCCOCCOCCOCCOC1.[C:46](#[N:48])C, predict the reaction product. The product is: [I-:1].[CH2:43]([N:48]([CH3:46])[C:22]([O:2][C:3]1[CH:4]=[C:5]([C@@H:9]([N+:11]([CH3:21])([CH3:20])[C@H:12]([C:14]2[CH:19]=[CH:18][CH:17]=[CH:16][CH:15]=2)[CH3:13])[CH3:10])[CH:6]=[CH:7][CH:8]=1)=[O:25])[CH3:44].